This data is from Reaction yield outcomes from USPTO patents with 853,638 reactions. The task is: Predict the reaction yield, written as a fraction of the theoretical maximum amount of product (1.0 means a 100% yield; for example, 0.34 means a 34% yield). (1) The reactants are [CH3:1][C:2]1[N:3]=[CH:4][N:5]([C:7]2[N:8]=[CH:9][S:10][C:11]=2[NH:12][C:13](=O)[CH3:14])[CH:6]=1.O=P12OP3(OP(OP(O3)(O1)=O)(=O)O2)=O. The catalyst is P(Cl)(Cl)(Cl)=O. The product is [CH3:14][C:13]1[C:6]2[N:5]([CH:4]=[N:3][C:2]=2[CH3:1])[C:7]2[N:8]=[CH:9][S:10][C:11]=2[N:12]=1. The yield is 0.330. (2) The reactants are [Br:1][C:2]1[CH:7]=[CH:6][C:5]([C:8]([CH3:12])([CH3:11])[CH2:9][OH:10])=[CH:4][CH:3]=1.[H-].[Na+].I[CH3:16]. The catalyst is CN(C)C=O. The product is [Br:1][C:2]1[CH:3]=[CH:4][C:5]([C:8]([CH3:12])([CH3:11])[CH2:9][O:10][CH3:16])=[CH:6][CH:7]=1. The yield is 0.620. (3) The reactants are [F:1][C:2]1[C:11]2[O:10][CH2:9][CH:8]([NH:12][CH2:13][CH2:14][CH2:15][C:16]3[C:24]4[C:19](=[CH:20][CH:21]=[C:22]([F:25])[CH:23]=4)[NH:18][CH:17]=3)[CH2:7][C:6]=2[C:5]([C:26]([O:28][CH3:29])=[O:27])=[CH:4][CH:3]=1.[C:30]1(=O)[CH2:33][CH2:32][CH2:31]1.C(O)(=O)C.C([BH3-])#N.[Na+]. The catalyst is CO.CCCCCC.CCOC(C)=O. The product is [CH:30]1([N:12]([CH2:13][CH2:14][CH2:15][C:16]2[C:24]3[C:19](=[CH:20][CH:21]=[C:22]([F:25])[CH:23]=3)[NH:18][CH:17]=2)[CH:8]2[CH2:7][C:6]3[C:5]([C:26]([O:28][CH3:29])=[O:27])=[CH:4][CH:3]=[C:2]([F:1])[C:11]=3[O:10][CH2:9]2)[CH2:33][CH2:32][CH2:31]1. The yield is 0.810. (4) The reactants are [F:1][C:2]([F:31])([C:24]1[CH:29]=[CH:28][C:27]([F:30])=[CH:26][N:25]=1)[C:3]1[N:12]=[C:11]([NH:13][C:14]2[CH:18]=[C:17]([CH3:19])[NH:16][N:15]=2)[C:10]2[C:5](=[C:6]([C:20]([O:22]C)=[O:21])[CH:7]=[CH:8][CH:9]=2)[N:4]=1. The catalyst is [OH-].[Na+].O1CCOCC1. The product is [F:31][C:2]([F:1])([C:24]1[CH:29]=[CH:28][C:27]([F:30])=[CH:26][N:25]=1)[C:3]1[N:12]=[C:11]([NH:13][C:14]2[CH:18]=[C:17]([CH3:19])[NH:16][N:15]=2)[C:10]2[C:5](=[C:6]([C:20]([OH:22])=[O:21])[CH:7]=[CH:8][CH:9]=2)[N:4]=1. The yield is 0.930. (5) The reactants are C([O:4][CH2:5][C:6]([NH:8][CH2:9][CH2:10][C:11]1[CH:15]=[C:14]([C:16]2[CH:21]=[CH:20][C:19]([S:22]([CH3:25])(=[O:24])=[O:23])=[CH:18][CH:17]=2)[N:13]([C:26]2[CH:31]=[CH:30][CH:29]=[CH:28][CH:27]=2)[C:12]=1[CH3:32])=[O:7])(=O)C.C([O-])([O-])=O.[K+].[K+]. The catalyst is CO.O. The product is [OH:4][CH2:5][C:6]([NH:8][CH2:9][CH2:10][C:11]1[CH:15]=[C:14]([C:16]2[CH:21]=[CH:20][C:19]([S:22]([CH3:25])(=[O:24])=[O:23])=[CH:18][CH:17]=2)[N:13]([C:26]2[CH:27]=[CH:28][CH:29]=[CH:30][CH:31]=2)[C:12]=1[CH3:32])=[O:7]. The yield is 0.980. (6) The reactants are CCN(C(C)C)C(C)C.[N:10]1[CH:15]=[CH:14][CH:13]=[C:12]([N:16]2[CH:20]=[C:19]([C:21]([OH:23])=O)[N:18]=[N:17]2)[CH:11]=1.NC1C=NC=CC=1.C1C=CC2N(O)N=NC=2C=1.CCN=C=NCCCN(C)C.Cl.[NH2:53][CH2:54][C:55]([N:57]1[CH2:62][CH2:61][CH:60]([O:63][C:64]2[CH:69]=[CH:68][CH:67]=[CH:66][C:65]=2[Cl:70])[CH2:59][CH2:58]1)=[O:56]. The catalyst is CN(C=O)C.O. The product is [Cl:70][C:65]1[CH:66]=[CH:67][CH:68]=[CH:69][C:64]=1[O:63][CH:60]1[CH2:59][CH2:58][N:57]([C:55](=[O:56])[CH2:54][NH:53][C:21]([C:19]2[N:18]=[N:17][N:16]([C:12]3[CH:11]=[N:10][CH:15]=[CH:14][CH:13]=3)[CH:20]=2)=[O:23])[CH2:62][CH2:61]1. The yield is 0.907.